Dataset: Forward reaction prediction with 1.9M reactions from USPTO patents (1976-2016). Task: Predict the product of the given reaction. (1) Given the reactants C[O:2][C:3](=[O:39])[C:4]1[CH:9]=[C:8]([CH3:10])[C:7]([O:11][CH2:12][CH:13]([C:20]2[N:21]([C:31]3[CH:36]=[CH:35][C:34]([Cl:37])=[CH:33][CH:32]=3)[N:22]=[C:23]3[C:28]=2[CH:27]=[C:26]([F:29])[C:25]([F:30])=[CH:24]3)[CH:14]2[CH2:19][CH2:18][CH2:17][CH2:16][CH2:15]2)=[C:6]([CH3:38])[CH:5]=1.[OH-].[Li+], predict the reaction product. The product is: [Cl:37][C:34]1[CH:35]=[CH:36][C:31]([N:21]2[C:20]([CH:13]([CH:14]3[CH2:19][CH2:18][CH2:17][CH2:16][CH2:15]3)[CH2:12][O:11][C:7]3[C:6]([CH3:38])=[CH:5][C:4]([C:3]([OH:39])=[O:2])=[CH:9][C:8]=3[CH3:10])=[C:28]3[C:23]([CH:24]=[C:25]([F:30])[C:26]([F:29])=[CH:27]3)=[N:22]2)=[CH:32][CH:33]=1. (2) Given the reactants BrC[C:3]1([O:25][CH3:26])[CH:11]=[C:10]2[C:6](=[C:7]([C:23]#[N:24])[CH:8]([C:14]3[CH:19]=[CH:18][C:17]([N+:20]([O-:22])=[O:21])=[CH:16][CH:15]=3)[N:9]2[CH2:12][CH3:13])[CH:5]=[CH:4]1.[NH:27]1[CH2:32][CH2:31][O:30][CH2:29][CH2:28]1.Cl[CH2:34]CCl, predict the reaction product. The product is: [CH2:12]([N:9]1[C:10]2[C:6](=[CH:5][C:4]([CH2:34][N:27]3[CH2:32][CH2:31][O:30][CH2:29][CH2:28]3)=[C:3]([O:25][CH3:26])[CH:11]=2)[C:7]([C:23]#[N:24])=[C:8]1[C:14]1[CH:15]=[CH:16][C:17]([N+:20]([O-:22])=[O:21])=[CH:18][CH:19]=1)[CH3:13]. (3) Given the reactants [CH3:1][C:2]1[CH:7]=[CH:6][CH:5]=[C:4]([CH3:8])[C:3]=1[C:9]1[CH:14]=[CH:13][CH:12]=[C:11]([CH:15]2[CH2:24][CH2:23][C:22]3[C:17](=[CH:18][C:19]4[O:27][CH2:26][C@@H:25]([CH2:28][C:29]([O:31]C)=[O:30])[C:20]=4[CH:21]=3)[O:16]2)[CH:10]=1.[Li+].[OH-].Cl, predict the reaction product. The product is: [CH3:8][C:4]1[CH:5]=[CH:6][CH:7]=[C:2]([CH3:1])[C:3]=1[C:9]1[CH:14]=[CH:13][CH:12]=[C:11]([CH:15]2[CH2:24][CH2:23][C:22]3[C:17](=[CH:18][C:19]4[O:27][CH2:26][C@@H:25]([CH2:28][C:29]([OH:31])=[O:30])[C:20]=4[CH:21]=3)[O:16]2)[CH:10]=1. (4) Given the reactants [CH:1]([N:4]1[C:12]2[C:7](=[CH:8][CH:9]=[C:10]([N+:13]([O-])=O)[CH:11]=2)[CH:6]=[N:5]1)([CH3:3])[CH3:2].[Cl-].[NH4+], predict the reaction product. The product is: [CH:1]([N:4]1[C:12]2[C:7](=[CH:8][CH:9]=[C:10]([NH2:13])[CH:11]=2)[CH:6]=[N:5]1)([CH3:3])[CH3:2]. (5) Given the reactants [CH3:1][NH:2][CH2:3][C:4]1[C:12]2[O:11][N:10]=[C:9]([CH2:13][CH2:14][CH:15]3[CH2:20][CH2:19][N:18]([C:21]4[N:22]=[N:23][C:24]([Cl:27])=[CH:25][CH:26]=4)[CH2:17][CH2:16]3)[C:8]=2[CH:7]=[CH:6][C:5]=1[O:28][CH2:29][CH:30]1[CH2:32][CH2:31]1.C(N(CC)CC)C.[C:48](O[C:48]([O:50][C:51]([CH3:54])([CH3:53])[CH3:52])=[O:49])([O:50][C:51]([CH3:54])([CH3:53])[CH3:52])=[O:49].CCCCCCC.C(OCC)(=O)C, predict the reaction product. The product is: [C:51]([O:50][C:48]([N:2]([CH2:3][C:4]1[C:12]2[O:11][N:10]=[C:9]([CH2:13][CH2:14][CH:15]3[CH2:20][CH2:19][N:18]([C:21]4[N:22]=[N:23][C:24]([Cl:27])=[CH:25][CH:26]=4)[CH2:17][CH2:16]3)[C:8]=2[CH:7]=[CH:6][C:5]=1[O:28][CH2:29][CH:30]1[CH2:31][CH2:32]1)[CH3:1])=[O:49])([CH3:52])([CH3:53])[CH3:54]. (6) Given the reactants [CH3:1][O:2][C:3]1[CH:4]=[C:5]2[O:9][C:8]([C:10]3[N:11]=[C:12]4[N:16]([CH:17]=3)[N:15]=[C:14]([O:18][CH3:19])[S:13]4)=[CH:7][C:6]2=[C:20]([OH:22])[CH:21]=1.[C:23]1([C:29]2[S:33][N:32]=[C:31]([CH2:34]O)[N:30]=2)[CH:28]=[CH:27][CH:26]=[CH:25][CH:24]=1.C(P(CCCC)CCCC)CCC.N(C(N1CCCCC1)=O)=NC(N1CCCCC1)=O, predict the reaction product. The product is: [CH3:19][O:18][C:14]1[S:13][C:12]2=[N:11][C:10]([C:8]3[O:9][C:5]4[CH:4]=[C:3]([O:2][CH3:1])[CH:21]=[C:20]([O:22][CH2:34][C:31]5[N:30]=[C:29]([C:23]6[CH:24]=[CH:25][CH:26]=[CH:27][CH:28]=6)[S:33][N:32]=5)[C:6]=4[CH:7]=3)=[CH:17][N:16]2[N:15]=1. (7) Given the reactants [Cl:1][C:2]1[CH:3]=[N:4][CH:5]=[C:6]([C:8]#[CH:9])[CH:7]=1.[F:10][C:11]1[CH:19]=[CH:18][C:17](I)=[CH:16][C:12]=1[C:13]([NH2:15])=[O:14].C(N(CC)CC)C, predict the reaction product. The product is: [Cl:1][C:2]1[CH:7]=[C:6]([C:8]#[C:9][C:17]2[CH:18]=[CH:19][C:11]([F:10])=[C:12]([CH:16]=2)[C:13]([NH2:15])=[O:14])[CH:5]=[N:4][CH:3]=1. (8) Given the reactants [C:1]([C:4]1[CH:9]=[CH:8][N:7]=[C:6]([C:10]2[N:14]([C:15]3[CH:16]=[N:17][C:18]([O:21][CH3:22])=[CH:19][CH:20]=3)[N:13]=[C:12]([C:23]([O:25]CC)=[O:24])[CH:11]=2)[CH:5]=1)(=[O:3])[NH2:2].O.[OH-].[Li+:30].O, predict the reaction product. The product is: [C:1]([C:4]1[CH:9]=[CH:8][N:7]=[C:6]([C:10]2[N:14]([C:15]3[CH:16]=[N:17][C:18]([O:21][CH3:22])=[CH:19][CH:20]=3)[N:13]=[C:12]([C:23]([O-:25])=[O:24])[CH:11]=2)[CH:5]=1)(=[O:3])[NH2:2].[Li+:30].